Dataset: Reaction yield outcomes from USPTO patents with 853,638 reactions. Task: Predict the reaction yield, written as a fraction of the theoretical maximum amount of product (1.0 means a 100% yield; for example, 0.34 means a 34% yield). (1) The reactants are [C:1]1(B(O)O)[CH:6]=[CH:5][CH:4]=[CH:3][CH:2]=1.Br[C:11]1[CH:12]=[C:13]2[C:17](=[CH:18][CH:19]=1)[NH:16][CH:15]=[C:14]2[CH2:20][CH2:21][NH:22][C:23]([C:25]1[CH:29]=[C:28]([CH2:30][C:31]2[CH:36]=[C:35]([F:37])[CH:34]=[CH:33][C:32]=2[F:38])[O:27][N:26]=1)=[O:24].C(=O)([O-])[O-].[Na+].[Na+]. The catalyst is COCCOC.O.C1C=CC([P]([Pd]([P](C2C=CC=CC=2)(C2C=CC=CC=2)C2C=CC=CC=2)([P](C2C=CC=CC=2)(C2C=CC=CC=2)C2C=CC=CC=2)[P](C2C=CC=CC=2)(C2C=CC=CC=2)C2C=CC=CC=2)(C2C=CC=CC=2)C2C=CC=CC=2)=CC=1. The product is [F:38][C:32]1[CH:33]=[CH:34][C:35]([F:37])=[CH:36][C:31]=1[CH2:30][C:28]1[O:27][N:26]=[C:25]([C:23]([NH:22][CH2:21][CH2:20][C:14]2[C:13]3[C:17](=[CH:18][CH:19]=[C:11]([C:1]4[CH:6]=[CH:5][CH:4]=[CH:3][CH:2]=4)[CH:12]=3)[NH:16][CH:15]=2)=[O:24])[CH:29]=1. The yield is 0.0600. (2) The reactants are [NH:1]1[C:5]2[CH:6]=[CH:7][CH:8]=[CH:9][C:4]=2[N:3]=[C:2]1[C:10]1[C:11]([NH2:22])=[N:12][CH:13]=[C:14]([C:16]2[CH2:17][CH2:18][NH:19][CH2:20][CH:21]=2)[N:15]=1.C(N(CC)CC)C.Cl[C:31]1[S:32][CH:33]=[CH:34][N:35]=1. The catalyst is CS(C)=O. The product is [NH:1]1[C:5]2[CH:6]=[CH:7][CH:8]=[CH:9][C:4]=2[N:3]=[C:2]1[C:10]1[C:11]([NH2:22])=[N:12][CH:13]=[C:14]([C:16]2[CH2:17][CH2:18][N:19]([C:31]3[S:32][CH:33]=[CH:34][N:35]=3)[CH2:20][CH:21]=2)[N:15]=1. The yield is 0.150. (3) The reactants are [NH2:1][C:2]1[N:3]=[C:4]([NH:26][C:27]2[CH:32]=[CH:31][C:30]([N:33]3[CH2:38][CH2:37][N:36]([CH3:39])[CH2:35][CH2:34]3)=[CH:29][CH:28]=2)[S:5][C:6]=1[C:7]([C:9]1[CH:14]=[CH:13][C:12]([NH:15][C@@H:16]([CH2:21][OH:22])[CH2:17][CH:18]([CH3:20])[CH3:19])=[C:11]([N+:23]([O-])=O)[CH:10]=1)=[O:8].NN.CC(O)C. The catalyst is [Pd].ClCCl.CO. The product is [NH2:23][C:11]1[CH:10]=[C:9]([C:7]([C:6]2[S:5][C:4]([NH:26][C:27]3[CH:32]=[CH:31][C:30]([N:33]4[CH2:38][CH2:37][N:36]([CH3:39])[CH2:35][CH2:34]4)=[CH:29][CH:28]=3)=[N:3][C:2]=2[NH2:1])=[O:8])[CH:14]=[CH:13][C:12]=1[NH:15][C@@H:16]([CH2:21][OH:22])[CH2:17][CH:18]([CH3:19])[CH3:20]. The yield is 0.530. (4) The reactants are Br[C:2]1O[C:5]([CH2:7][N:8]([CH3:10])[CH3:9])=[CH:4][CH:3]=1.[CH:11]([C:13]1[CH:18]=[CH:17][CH:16]=[CH:15][C:14]=1B(O)O)=[O:12].[C:22](=O)([O-])[O-].[Na+].[Na+].Cl. The catalyst is Cl[Pd](Cl)([P](C1C=CC=CC=1)(C1C=CC=CC=1)C1C=CC=CC=1)[P](C1C=CC=CC=1)(C1C=CC=CC=1)C1C=CC=CC=1.C(#N)C. The product is [CH3:9][N:8]([CH2:7][C:5]1[CH2:22][C:2]([C:14]2[CH:15]=[CH:16][CH:17]=[CH:18][C:13]=2[CH:11]=[O:12])=[CH:3][CH:4]=1)[CH3:10]. The yield is 0.690. (5) The reactants are Cl.[NH2:2][C:3]1[C:4]2[C:14]([O:15][CH2:16][C:17]3([NH2:22])[CH2:21][CH2:20][CH2:19][CH2:18]3)=[CH:13][CH:12]=[CH:11][C:5]=2[NH:6][S:7](=[O:10])(=[O:9])[N:8]=1.[CH3:23][NH:24][C:25]1[CH:26]=[C:27]([CH:31]=[CH:32][N:33]=1)[C:28](O)=[O:29]. No catalyst specified. The product is [NH2:2][C:3]1[C:4]2[C:14]([O:15][CH2:16][C:17]3([NH:22][C:28](=[O:29])[C:27]4[CH:31]=[CH:32][N:33]=[C:25]([NH:24][CH3:23])[CH:26]=4)[CH2:21][CH2:20][CH2:19][CH2:18]3)=[CH:13][CH:12]=[CH:11][C:5]=2[NH:6][S:7](=[O:10])(=[O:9])[N:8]=1. The yield is 0.340. (6) The reactants are C(OC(=O)[O:5][C:6]1[C:15]2[N:14]=[CH:13][CH:12]=[N:11][C:10]=2[C:9]([O:16][CH:17]([C:24]2[CH:29]=[CH:28][CH:27]=[CH:26][CH:25]=2)[C:18]2[CH:23]=[CH:22][CH:21]=[CH:20][CH:19]=2)=[C:8]2[C:30](=[O:42])[N:31]([CH2:34][C:35]3[CH:40]=[CH:39][C:38]([F:41])=[CH:37][CH:36]=3)[C:32](=[O:33])[C:7]=12)C.C([O-])([O-])=O.[K+].[K+]. The catalyst is C1COCC1.CN(C1C=CN=CC=1)C.O. The product is [CH:17]([O:16][C:9]1[C:10]2[N:11]=[CH:12][CH:13]=[N:14][C:15]=2[C:6]([OH:5])=[C:7]2[C:32](=[O:33])[N:31]([CH2:34][C:35]3[CH:36]=[CH:37][C:38]([F:41])=[CH:39][CH:40]=3)[C:30](=[O:42])[C:8]=12)([C:18]1[CH:19]=[CH:20][CH:21]=[CH:22][CH:23]=1)[C:24]1[CH:29]=[CH:28][CH:27]=[CH:26][CH:25]=1. The yield is 0.940. (7) The reactants are [C:1]([O:9]CC)(=O)[CH2:2][C:3]([O:5][CH2:6][CH3:7])=[O:4].[H-].[Na+].[H][H].[F:16][C:17]1[CH:36]=[CH:35][C:20]([CH2:21][N:22]2[C:27]3[CH:28]=[CH:29][C:30]([CH3:32])=[CH:31][C:26]=3[C:25](=O)[O:24]C2=O)=[CH:19][CH:18]=1.Cl. The catalyst is CC(N(C)C)=O. The product is [CH2:6]([O:5][C:3]([C:2]1[C:1](=[O:9])[N:22]([CH2:21][C:20]2[CH:35]=[CH:36][C:17]([F:16])=[CH:18][CH:19]=2)[C:27]2[C:26]([C:25]=1[OH:24])=[CH:31][C:30]([CH3:32])=[CH:29][CH:28]=2)=[O:4])[CH3:7]. The yield is 0.710.